Dataset: Forward reaction prediction with 1.9M reactions from USPTO patents (1976-2016). Task: Predict the product of the given reaction. (1) Given the reactants [CH3:1][S:2]([C:5]1[CH:10]=[CH:9][C:8]([C:11]2[C:12]3[N:13]([N:17]=[C:18]([NH2:20])[N:19]=3)[CH:14]=[CH:15][CH:16]=2)=[CH:7][CH:6]=1)(=[O:4])=[O:3].Br[C:22]1[CH:27]=[CH:26][C:25]([N:28]2[CH2:33][CH2:32][CH:31]([N:34]3[CH2:39][CH2:38][N:37]([CH3:40])[CH2:36][CH2:35]3)[CH2:30][CH2:29]2)=[CH:24][CH:23]=1.C1(P(C2CCCCC2)C2C=CC=CC=2C2C=CC=CC=2P(C2CCCCC2)C2CCCCC2)CCCCC1, predict the reaction product. The product is: [CH3:1][S:2]([C:5]1[CH:10]=[CH:9][C:8]([C:11]2[C:12]3[N:13]([N:17]=[C:18]([NH:20][C:22]4[CH:27]=[CH:26][C:25]([N:28]5[CH2:29][CH2:30][CH:31]([N:34]6[CH2:35][CH2:36][N:37]([CH3:40])[CH2:38][CH2:39]6)[CH2:32][CH2:33]5)=[CH:24][CH:23]=4)[N:19]=3)[CH:14]=[CH:15][CH:16]=2)=[CH:7][CH:6]=1)(=[O:3])=[O:4]. (2) The product is: [CH2:26]([NH:33][C:12]1[CH:13]=[C:14]2[C:9](=[CH:10][CH:11]=1)[N:8]=[C:7]([NH:16][CH2:17][C:18]1[CH:23]=[CH:22][CH:21]=[CH:20][C:19]=1[O:24][CH3:25])[CH:6]=[C:5]2[NH2:4])[C:27]1[CH:32]=[CH:31][CH:30]=[CH:29][CH:28]=1. Given the reactants C([NH:4][C:5]1[C:14]2[C:9](=[CH:10][CH:11]=[C:12](Cl)[CH:13]=2)[N:8]=[C:7]([NH:16][CH2:17][C:18]2[CH:23]=[CH:22][CH:21]=[CH:20][C:19]=2[O:24][CH3:25])[CH:6]=1)C=C.[CH2:26]([NH2:33])[C:27]1[CH:32]=[CH:31][CH:30]=[CH:29][CH:28]=1, predict the reaction product. (3) Given the reactants [Cl:1][C:2]1[CH:3]=[C:4]2[CH:10]=[C:9]([C:11](OCC)=[O:12])[N:8]([CH2:16][CH2:17][CH2:18][CH2:19][F:20])[C:5]2=[CH:6][N:7]=1.[H-].[Al+3].[Li+].[H-].[H-].[H-].C(OC(=O)C)C, predict the reaction product. The product is: [Cl:1][C:2]1[CH:3]=[C:4]2[CH:10]=[C:9]([CH2:11][OH:12])[N:8]([CH2:16][CH2:17][CH2:18][CH2:19][F:20])[C:5]2=[CH:6][N:7]=1. (4) Given the reactants [Cl:1][C:2]1[CH:3]=[C:4]([C:8]2[O:9][N:10]=[C:11]3[CH:16]=[CH:15][C:14]([CH:17]([C:19]4[CH:20]=[C:21]5[C:26](=[CH:27][CH:28]=4)[N:25]=[CH:24][CH:23]=[CH:22]5)[OH:18])=[CH:13][C:12]=23)[CH:5]=[CH:6][CH:7]=1, predict the reaction product. The product is: [Cl:1][C:2]1[CH:3]=[C:4]([C:8]2[O:9][N:10]=[C:11]3[CH:16]=[CH:15][C:14]([C:17]([C:19]4[CH:20]=[C:21]5[C:26](=[CH:27][CH:28]=4)[N:25]=[CH:24][CH:23]=[CH:22]5)=[O:18])=[CH:13][C:12]=23)[CH:5]=[CH:6][CH:7]=1. (5) Given the reactants [CH3:1][O:2][C:3](=[O:42])[CH2:4][C@H:5]1[C:9]2[CH:10]=[CH:11][C:12]([O:14][C@H:15]3[C:23]4[C:18](=[C:19]([O:25][C:26]5[CH:31]=[CH:30][C:29](B6OC(C)(C)C(C)(C)O6)=[CH:28][C:27]=5[F:41])[CH:20]=[CH:21][C:22]=4[F:24])[CH2:17][CH2:16]3)=[CH:13][C:8]=2[O:7][CH2:6]1.Br[C:44]1[CH:49]=[CH:48][CH:47]=[C:46]([CH3:50])[N:45]=1, predict the reaction product. The product is: [CH3:1][O:2][C:3](=[O:42])[CH2:4][C@H:5]1[C:9]2[CH:10]=[CH:11][C:12]([O:14][C@H:15]3[C:23]4[C:18](=[C:19]([O:25][C:26]5[CH:31]=[CH:30][C:29]([C:44]6[CH:49]=[CH:48][CH:47]=[C:46]([CH3:50])[N:45]=6)=[CH:28][C:27]=5[F:41])[CH:20]=[CH:21][C:22]=4[F:24])[CH2:17][CH2:16]3)=[CH:13][C:8]=2[O:7][CH2:6]1. (6) Given the reactants [OH-].[Na+:2].[CH2:3]([N:5]([CH3:37])[C:6]1[CH:11]=[CH:10][CH:9]=[CH:8][C:7]=1[C:12]1[CH:21]=[CH:20][C:15]([C:16]([O:18]C)=[O:17])=[C:14]([NH:22][C:23]([C:25]2[CH:26]=[N:27][CH:28]=[C:29]([C:31]3[CH:36]=[CH:35][CH:34]=[CH:33][CH:32]=3)[CH:30]=2)=[O:24])[CH:13]=1)[CH3:4].Cl, predict the reaction product. The product is: [CH2:3]([N:5]([CH3:37])[C:6]1[CH:11]=[CH:10][CH:9]=[CH:8][C:7]=1[C:12]1[CH:21]=[CH:20][C:15]([C:16]([O-:18])=[O:17])=[C:14]([NH:22][C:23]([C:25]2[CH:26]=[N:27][CH:28]=[C:29]([C:31]3[CH:36]=[CH:35][CH:34]=[CH:33][CH:32]=3)[CH:30]=2)=[O:24])[CH:13]=1)[CH3:4].[Na+:2]. (7) Given the reactants [C:1]([CH2:4][CH2:5][C:6]1[CH:11]=[CH:10][C:9]([C:12]2[C:13]([CH3:43])([CH3:42])[C@H:14]3[C@:27]([CH3:30])([CH2:28][CH:29]=2)[C@@H:26]2[C@:17]([CH3:41])([C@@:18]4([CH3:40])[C@H:23]([CH2:24][CH2:25]2)[C@H:22]2[C@H:31]([C:34]([CH3:36])=[CH2:35])[CH2:32][CH2:33][C@:21]2([C:37]([OH:39])=[O:38])[CH2:20][CH2:19]4)[CH2:16][CH2:15]3)=[CH:8][CH:7]=1)([OH:3])=[O:2].B(C1C=CC([C:53]2C=C(C(O)=O)[C:60]3[C:55](=[CH:56][CH:57]=[CH:58][CH:59]=3)[N:54]=2)=CC=1)(O)O.B(O)O, predict the reaction product. The product is: [C:37]([C@:21]12[CH2:33][CH2:32][C@@H:31]([C:34]([CH3:36])=[CH2:35])[C@@H:22]1[C@@H:23]1[C@@:18]([CH3:40])([CH2:19][CH2:20]2)[C@@:17]2([CH3:41])[C@@H:26]([C@:27]3([CH3:30])[C@@H:14]([CH2:15][CH2:16]2)[C:13]([CH3:43])([CH3:42])[C:12]([C:9]2[CH:10]=[CH:11][C:6]([C:5]4[CH:53]=[N:54][C:55]5[C:60]([C:4]=4[C:1]([OH:3])=[O:2])=[CH:59][CH:58]=[CH:57][CH:56]=5)=[CH:7][CH:8]=2)=[CH:29][CH2:28]3)[CH2:25][CH2:24]1)([OH:39])=[O:38]. (8) Given the reactants [Cl:1][C:2]1[CH:3]=[N:4][NH:5][C:6](=[O:9])[C:7]=1[Cl:8].[Br:10]Br, predict the reaction product. The product is: [Br:10][C:3]1[C:2]([Cl:1])=[C:7]([Cl:8])[C:6](=[O:9])[NH:5][N:4]=1.